This data is from Forward reaction prediction with 1.9M reactions from USPTO patents (1976-2016). The task is: Predict the product of the given reaction. Given the reactants [CH3:1][C:2]1([CH3:21])[O:6][C@H:5]2[C@H:7]([N:12]3[CH:20]=[N:19][C:18]4[C:13]3=[N:14][CH:15]=[N:16][CH:17]=4)[O:8][C@H:9]([CH2:10][NH2:11])[C@H:4]2[O:3]1.C([O-])([O-])=O.[K+].[K+].I[CH:29]([CH3:31])[CH3:30], predict the reaction product. The product is: [CH3:1][C:2]1([CH3:21])[O:6][C@H:5]2[C@H:7]([N:12]3[CH:20]=[N:19][C:18]4[C:13]3=[N:14][CH:15]=[N:16][CH:17]=4)[O:8][C@H:9]([CH2:10][NH:11][CH:29]([CH3:31])[CH3:30])[C@H:4]2[O:3]1.